From a dataset of CYP2C19 inhibition data for predicting drug metabolism from PubChem BioAssay. Regression/Classification. Given a drug SMILES string, predict its absorption, distribution, metabolism, or excretion properties. Task type varies by dataset: regression for continuous measurements (e.g., permeability, clearance, half-life) or binary classification for categorical outcomes (e.g., BBB penetration, CYP inhibition). Dataset: cyp2c19_veith. (1) The molecule is C[C@H](CCC(=O)NCC(=O)O)[C@H]1CC[C@H]2[C@@H]3[C@@H](O)C[C@H]4C[C@@H](O)CC[C@@]4(C)[C@@H]3C[C@@H](O)[C@@]21C. The result is 0 (non-inhibitor). (2) The molecule is O=c1c(-c2ccccc2)nc2cnc(Oc3cccc(Cl)c3)nc2n1C1CC1. The result is 0 (non-inhibitor).